This data is from Peptide-MHC class I binding affinity with 185,985 pairs from IEDB/IMGT. The task is: Regression. Given a peptide amino acid sequence and an MHC pseudo amino acid sequence, predict their binding affinity value. This is MHC class I binding data. (1) The peptide sequence is ILMIFISSF. The MHC is HLA-B15:03 with pseudo-sequence HLA-B15:03. The binding affinity (normalized) is 0.771. (2) The peptide sequence is LQMNSLRAEDT. The MHC is HLA-A02:03 with pseudo-sequence HLA-A02:03. The binding affinity (normalized) is 0. (3) The peptide sequence is DIVKGLSGY. The MHC is HLA-B58:01 with pseudo-sequence HLA-B58:01. The binding affinity (normalized) is 0.0847. (4) The peptide sequence is TSNLQEQIGW. The MHC is HLA-B27:05 with pseudo-sequence HLA-B27:05. The binding affinity (normalized) is 0. (5) The peptide sequence is QFTSAICSV. The MHC is Patr-A0901 with pseudo-sequence Patr-A0901. The binding affinity (normalized) is 0.455. (6) The peptide sequence is KSNEKNMDF. The MHC is HLA-B15:17 with pseudo-sequence HLA-B15:17. The binding affinity (normalized) is 0.811.